From a dataset of Experimentally validated miRNA-target interactions with 360,000+ pairs, plus equal number of negative samples. Binary Classification. Given a miRNA mature sequence and a target amino acid sequence, predict their likelihood of interaction. (1) The miRNA is hsa-miR-98-5p with sequence UGAGGUAGUAAGUUGUAUUGUU. The protein sequence of the target gene is MAEEFVTLKDVGMDFTLGDWEQLGLEQGDTFWDTALDNCQDLFLLDPPRPNLTSHPDGSEDLEPLAGGSPEATSPDVTETKNSPLMEDFFEEGFSQEIIEMLSKDGFWNSNFGEACIEDTWLDSLLGDPESLLRSDIATNGESPTECKSHELKRGLSPVSTVSTGEDSMVHNVSEKTLTPAKSKEYRGEFFSYSDHSQQDSVQEGEKPYQCSECGKSFSGSYRLTQHWITHTREKPTVHQECEQGFDRNASLSVYPKTHTGYKFYVCNEYGTTFSQSTYLWHQKTHTGEKPCKSQDSDHP.... Result: 1 (interaction). (2) The miRNA is hsa-miR-548w with sequence AAAAGUAACUGCGGUUUUUGCCU. The protein sequence of the target gene is MATIPDWKLQLLARRRQEEASVRGREKAERERLSQMPAWKRGLLERRRAKLGLSPGEPSPVLGTVEAGPPDPDESAVLLEAIGPVHQNRFIRQERQQQQQQQQRSEELLAERKPGPLEARERRPSPGEMRDQSPKGRESREERLSPRETRERRLGIGGAQELSLRPLEARDWRQSPGEVGDRSSRLSEAWKWRLSPGETPERSLRLAESREQSPRRKEVESRLSPGESAYQKLGLTEAHKWRPDSRESQEQSLVQLEATEWRLRSGEERQDYSEECGRKEEWPVPGVAPKETAELSETLT.... Result: 1 (interaction). (3) The miRNA is hsa-miR-6855-3p with sequence AGACUGACCUUCAACCCCACAG. The protein sequence of the target gene is MSLRGSLSRLLQTRVHSILKKSVHSVAVIGAPFSQGQKRKGVEHGPAAIREAGLMKRLSSLGCHLKDFGDLSFTPVPKDDLYNNLIVNPRSVGLANQELAEVVSRAVSDGYSCVTLGGDHSLAIGTISGHARHCPDLCVVWVDAHADINTPLTTSSGNLHGQPVSFLLRELQDKVPQLPGFSWIKPCISSASIVYIGLRDVDPPEHFILKNYDIQYFSMRDIDRLGIQKVMERTFDLLIGKRQRPIHLSFDIDAFDPTLAPATGTPVVGGLTYREGMYIAEEIHNTGLLSALDLVEVNPQ.... Result: 0 (no interaction). (4) The miRNA is mmu-miR-511-5p with sequence AUGCCUUUUGCUCUGCACUCA. The protein sequence of the target gene is MRALVLLGCLLASLLFSGQAEETEDANEEAPLRDRSHIEKTLMLNEDKPSDDYSAVLQRLRKIYHSSIKPLEQSYKYNELRQHEITDGEITSKPMVLFLGPWSVGKSTMINYLLGLENTRYQLYTGAEPTTSEFTVLMHGPKLKTIEGIVMAADSARSFSPLEKFGQNFLEKLIGIEVPHKLLERVTFVDTPGIIENRKQQERGYPFNDVCQWFIDRADLIFVVFDPTKLDVGLELEMLFRQLKGRESQIRIILNKADNLATQMLMRVYGALFWSLAPLINVTEPPRVYVSSFWPQEYKP.... Result: 0 (no interaction).